This data is from Reaction yield outcomes from USPTO patents with 853,638 reactions. The task is: Predict the reaction yield, written as a fraction of the theoretical maximum amount of product (1.0 means a 100% yield; for example, 0.34 means a 34% yield). (1) The reactants are [F:1][C:2]1[C:19]([F:20])=[CH:18][CH:17]=[CH:16][C:3]=1[CH2:4][C:5]1[C:6](=[O:15])[NH:7][C:8]([CH2:12][CH2:13][CH3:14])=[N:9][C:10]=1[CH3:11].Br[CH2:22][C:23]1[CH:28]=[CH:27][C:26]([C:29]2[CH:34]=[CH:33][CH:32]=[CH:31][C:30]=2[C:35]2[N:39]=[C:38](C(Cl)(Cl)Cl)[O:37][N:36]=2)=[CH:25][CH:24]=1.C(=O)([O-])[O-:45].[Cs+].[Cs+]. The catalyst is CN(C)C=O.C(OCC)(=O)C. The product is [F:1][C:2]1[C:19]([F:20])=[CH:18][CH:17]=[CH:16][C:3]=1[CH2:4][C:5]1[C:6](=[O:15])[N:7]([CH2:22][C:23]2[CH:28]=[CH:27][C:26]([C:29]3[CH:34]=[CH:33][CH:32]=[CH:31][C:30]=3[C:35]3[NH:39][C:38](=[O:45])[O:37][N:36]=3)=[CH:25][CH:24]=2)[C:8]([CH2:12][CH2:13][CH3:14])=[N:9][C:10]=1[CH3:11]. The yield is 0.200. (2) The reactants are [C:1]([O:5][C:6]([C:8]1[C:12]([CH3:13])=[C:11]([C:14](=[O:24])[N:15](CCCC)[CH2:16]CCC)[S:10][C:9]=1[NH:25][C:26]([NH:28][CH2:29][CH2:30][CH2:31][CH2:32][CH2:33][CH2:34][CH2:35][CH3:36])=[O:27])=[O:7])([CH3:4])([CH3:3])[CH3:2].C([O:41][C:42]([C:44]1[C:48](C)=[C:47](C(=O)NCCCCCCCC)SC=1NC(NCCCCCCCC)=O)=O)(C)(C)C.[CH2:78](N[CH2:78][CH2:79][CH2:80][CH3:81])[CH2:79][CH2:80][CH3:81]. The catalyst is CCOC(C)=O. The product is [C:1]([O:5][C:6]([C:8]1[C:12]([CH3:13])=[C:11]([C:14](=[O:24])[NH:15][CH2:16][C:47]2[CH:48]=[CH:44][C:42]3[O:41][CH2:81][CH2:80][C:79]=3[CH:78]=2)[S:10][C:9]=1[NH:25][C:26]([NH:28][CH2:29][CH2:30][CH2:31][CH2:32][CH2:33][CH2:34][CH2:35][CH3:36])=[O:27])=[O:7])([CH3:2])([CH3:4])[CH3:3]. The yield is 0.450. (3) The reactants are [Cl:1][C:2]1[CH:10]=[C:9]([O:11][CH3:12])[C:8]([N+:13]([O-:15])=[O:14])=[CH:7][C:3]=1[C:4](O)=[O:5].[Cl-].[NH3:17].CO. The catalyst is C(Cl)Cl.CN(C=O)C. The product is [Cl:1][C:2]1[CH:10]=[C:9]([O:11][CH3:12])[C:8]([N+:13]([O-:15])=[O:14])=[CH:7][C:3]=1[C:4]([NH2:17])=[O:5]. The yield is 0.930.